From a dataset of Reaction yield outcomes from USPTO patents with 853,638 reactions. Predict the reaction yield, written as a fraction of the theoretical maximum amount of product (1.0 means a 100% yield; for example, 0.34 means a 34% yield). (1) The reactants are [Br:1][C:2]1[C:3]([CH3:20])=[C:4]([N:8]2[C:17](=[O:18])[CH2:16][C:15]3[C:10](=[CH:11][CH:12]=[CH:13][CH:14]=3)[C:9]2=[O:19])[CH:5]=[CH:6][CH:7]=1.[BH4-].[Na+]. The catalyst is CO. The product is [Br:1][C:2]1[C:3]([CH3:20])=[C:4]([N:8]2[CH:17]([OH:18])[CH2:16][C:15]3[C:10](=[CH:11][CH:12]=[CH:13][CH:14]=3)[C:9]2=[O:19])[CH:5]=[CH:6][CH:7]=1. The yield is 0.950. (2) The reactants are [CH:1]1[CH:6]=[CH:5][C:4]([C:7]2[CH:20]=[CH:19][N:18]=[C:17]3[C:8]=2[CH:9]=[CH:10][C:11]2[C:16]3=[N:15][CH:14]=[CH:13][C:12]=2[C:21]2[CH:26]=[CH:25][CH:24]=[CH:23][CH:22]=2)=[CH:3][CH:2]=1. The catalyst is CO.C(Cl)Cl. The product is [C:21]1([C:12]2[C:11]3[C:16](=[C:17]4[C:8](=[CH:9][CH:10]=3)[C:7]([C:4]3[CH:3]=[CH:2][CH:1]=[CH:6][CH:5]=3)=[CH:20][C:19]([C:16]3[CH:17]=[CH:8][CH:9]=[CH:10][C:11]=3[CH3:12])=[N:18]4)[N:15]=[C:14]([C:5]3[CH:6]=[CH:1][CH:2]=[CH:3][C:4]=3[CH3:7])[CH:13]=2)[CH:26]=[CH:25][CH:24]=[CH:23][CH:22]=1. The yield is 0.200. (3) The reactants are [NH:1]1[C:9]2[C:4](=[CH:5][CH:6]=[CH:7][CH:8]=2)[CH2:3][C:2]1=[O:10].C[Si](C)(C)N[Si](C)(C)C.[Na].[NH2:21][C:22]1[CH:23]=[C:24]2[C:29](=[CH:30][CH:31]=1)[C:27](=O)[O:26][CH2:25]2.Cl.C([O-])(O)=O.[Na+]. The yield is 0.350. The catalyst is CN(C=O)C. The product is [NH2:21][C:22]1[CH:23]=[C:24]2[C:29](=[CH:30][CH:31]=1)[C:27](=[C:3]1[C:4]3[C:9](=[CH:8][CH:7]=[CH:6][CH:5]=3)[NH:1][C:2]1=[O:10])[O:26][CH2:25]2. (4) The catalyst is ClCCl. The product is [CH3:29][O:30][C:31](=[O:44])[CH:32]([NH:36][C:37]([O:39][C:40]([CH3:42])([CH3:41])[CH3:43])=[O:38])[CH2:33][C:34]1[O:1][N:2]=[C:3]([CH:4]2[CH2:8][CH2:7][CH2:6][N:5]2[C:9](=[O:28])[CH2:10][C:11]2[CH:12]=[CH:13][C:14]([NH:17][C:18]([NH:20][C:21]3[CH:26]=[CH:25][CH:24]=[CH:23][C:22]=3[CH3:27])=[O:19])=[CH:15][CH:16]=2)[CH:35]=1. The reactants are [OH:1][N:2]=[CH:3][CH:4]1[CH2:8][CH2:7][CH2:6][N:5]1[C:9](=[O:28])[CH2:10][C:11]1[CH:16]=[CH:15][C:14]([NH:17][C:18]([NH:20][C:21]2[CH:26]=[CH:25][CH:24]=[CH:23][C:22]=2[CH3:27])=[O:19])=[CH:13][CH:12]=1.[CH3:29][O:30][C:31](=[O:44])[CH:32]([NH:36][C:37]([O:39][C:40]([CH3:43])([CH3:42])[CH3:41])=[O:38])[CH2:33][C:34]#[CH:35].C(N(CC)CC)C.Cl[O-].[Na+]. The yield is 0.140. (5) The reactants are [N+:1]([C:4]1[CH:13]=[C:12]2[C:7]([C:8]([OH:14])=[N:9][CH:10]=[N:11]2)=[CH:6][CH:5]=1)([O-])=O. The catalyst is CN(C=O)C.[Pd]. The product is [NH2:1][C:4]1[CH:13]=[C:12]2[C:7]([C:8]([OH:14])=[N:9][CH:10]=[N:11]2)=[CH:6][CH:5]=1. The yield is 0.740. (6) The reactants are [CH2:1]([C:3]1[CH:9]=[CH:8][C:6]([OH:7])=[CH:5][C:4]=1[OH:10])[CH3:2].C(=O)([O-])[O-].[K+].[K+].[CH2:17](Br)[CH:18]=[CH2:19].[CH3:21][C:22]([CH3:24])=O. No catalyst specified. The product is [CH2:17]([O:10][C:4]1[CH:5]=[C:6]([O:7][CH2:24][CH:22]=[CH2:21])[CH:8]=[CH:9][C:3]=1[CH2:1][CH3:2])[CH:18]=[CH2:19]. The yield is 0.950. (7) The reactants are [O:1]=[C:2]1[C:10]2[C:5](=[CH:6][CH:7]=[CH:8][C:9]=2[C:11]2[CH:16]=[CH:15][C:14]([C:17]([F:20])([F:19])[F:18])=[CH:13][CH:12]=2)[CH2:4][N:3]1[C:21]1[CH:22]=[C:23]([C:27](O)=[O:28])[N:24]([CH3:26])[CH:25]=1.[CH3:30][C:31]1[CH:36]=[CH:35][C:34]([C:37]2[CH:42]=[CH:41][C:40]([CH2:43][NH2:44])=[CH:39][CH:38]=2)=[CH:33][CH:32]=1.CN(C(ON1N=NC2C=CC=CC1=2)=[N+](C)C)C.[B-](F)(F)(F)F.C(N(C(C)C)C(C)C)C. The catalyst is CN(C)C=O.ClCCl.C(O)C. The product is [CH3:30][C:31]1[CH:32]=[CH:33][C:34]([C:37]2[CH:42]=[CH:41][C:40]([CH2:43][NH:44][C:27]([C:23]3[N:24]([CH3:26])[CH:25]=[C:21]([N:3]4[CH2:4][C:5]5[C:10](=[C:9]([C:11]6[CH:12]=[CH:13][C:14]([C:17]([F:20])([F:18])[F:19])=[CH:15][CH:16]=6)[CH:8]=[CH:7][CH:6]=5)[C:2]4=[O:1])[CH:22]=3)=[O:28])=[CH:39][CH:38]=2)=[CH:35][CH:36]=1. The yield is 0.960.